Dataset: Full USPTO retrosynthesis dataset with 1.9M reactions from patents (1976-2016). Task: Predict the reactants needed to synthesize the given product. (1) Given the product [CH:13]([C:8]1[CH:9]=[CH:10][CH:11]=[CH:12][C:7]=1[B:18]1[O:22][C:21]([CH3:24])([CH3:23])[C:20]([CH3:26])([CH3:25])[O:19]1)([CH3:15])[CH3:14], predict the reactants needed to synthesize it. The reactants are: FC(F)(F)S(O[C:7]1[CH:12]=[CH:11][CH:10]=[CH:9][C:8]=1[CH:13]([CH3:15])[CH3:14])(=O)=O.[B:18]1([B:18]2[O:22][C:21]([CH3:24])([CH3:23])[C:20]([CH3:26])([CH3:25])[O:19]2)[O:22][C:21]([CH3:24])([CH3:23])[C:20]([CH3:26])([CH3:25])[O:19]1.C([O-])(=O)C.[K+]. (2) Given the product [O:1]1[CH2:6][CH2:5][N:4]([CH2:7][CH2:8][N:9]2[C:18]3[C:13](=[CH:14][C:15]([NH:19][C:26]([C:22]4[S:21][CH:25]=[CH:24][CH:23]=4)=[NH:27])=[CH:16][CH:17]=3)[CH2:12][CH2:11][CH2:10]2)[CH2:3][CH2:2]1, predict the reactants needed to synthesize it. The reactants are: [O:1]1[CH2:6][CH2:5][N:4]([CH2:7][CH2:8][N:9]2[C:18]3[C:13](=[CH:14][C:15]([NH2:19])=[CH:16][CH:17]=3)[CH2:12][CH2:11][CH2:10]2)[CH2:3][CH2:2]1.I.[S:21]1[CH:25]=[CH:24][CH:23]=[C:22]1[C:26](SC)=[NH:27]. (3) Given the product [Cl:1][C:2]1[CH:24]=[CH:23][C:5]2[N:6]([CH3:22])[C:7](=[O:21])[CH2:8][N:9]3[C:12](=[O:13])[C@@H:11]([O:14][C:28]4[N:33]=[CH:32][CH:31]=[CH:30][N:29]=4)[C@:10]3([C:15]3[CH:20]=[CH:19][CH:18]=[CH:17][CH:16]=3)[C:4]=2[CH:3]=1, predict the reactants needed to synthesize it. The reactants are: [Cl:1][C:2]1[CH:24]=[CH:23][C:5]2[N:6]([CH3:22])[C:7](=[O:21])[CH2:8][N:9]3[C:12](=[O:13])[C@@H:11]([OH:14])[C@:10]3([C:15]3[CH:20]=[CH:19][CH:18]=[CH:17][CH:16]=3)[C:4]=2[CH:3]=1.[H-].[Na+].Cl[C:28]1[N:33]=[CH:32][CH:31]=[CH:30][N:29]=1.